Task: Predict which catalyst facilitates the given reaction.. Dataset: Catalyst prediction with 721,799 reactions and 888 catalyst types from USPTO (1) Product: [ClH:40].[NH2:7][C:8]([CH2:16][CH2:17][C:18]1[CH:23]=[CH:22][C:21]([O:24][CH2:25][CH:26]=[CH:27][C:28]2[CH:33]=[CH:32][CH:31]=[C:30]([CH3:34])[CH:29]=2)=[C:20]([C:35]([F:36])([F:37])[F:38])[CH:19]=1)([CH2:9][OH:10])[CH2:13][OH:12]. The catalyst class is: 8. Reactant: C(OC(=O)[NH:7][C:8]1([CH2:16][CH2:17][C:18]2[CH:23]=[CH:22][C:21]([O:24][CH2:25][CH:26]=[CH:27][C:28]3[CH:33]=[CH:32][CH:31]=[C:30]([CH3:34])[CH:29]=3)=[C:20]([C:35]([F:38])([F:37])[F:36])[CH:19]=2)[CH2:13][O:12]C(C)(C)[O:10][CH2:9]1)(C)(C)C.[ClH:40]. (2) Product: [NH2:8][C@@H:9]1[CH2:14][CH2:13][C@H:12]([N:15]2[C:20](=[O:21])[C:19]3[CH:22]=[C:23]([F:26])[CH:24]=[N:25][C:18]=3[N:17]([C:27]3[CH:28]=[C:29]([C:33]4[CH:38]=[CH:37][CH:36]=[CH:35][CH:34]=4)[CH:30]=[CH:31][CH:32]=3)[C:16]2=[O:39])[CH2:11][CH2:10]1. The catalyst class is: 12. Reactant: Cl.C(OC(=O)[NH:8][CH:9]1[CH2:14][CH2:13][CH:12]([N:15]2[C:20](=[O:21])[C:19]3[CH:22]=[C:23]([F:26])[CH:24]=[N:25][C:18]=3[N:17]([C:27]3[CH:28]=[C:29]([C:33]4[CH:38]=[CH:37][CH:36]=[CH:35][CH:34]=4)[CH:30]=[CH:31][CH:32]=3)[C:16]2=[O:39])[CH2:11][CH2:10]1)(C)(C)C.